This data is from Reaction yield outcomes from USPTO patents with 853,638 reactions. The task is: Predict the reaction yield, written as a fraction of the theoretical maximum amount of product (1.0 means a 100% yield; for example, 0.34 means a 34% yield). (1) The reactants are [N:1]1(C(OC(C)(C)C)=O)[CH2:8][CH2:7][CH2:6][C@H:2]1[C:3]([OH:5])=O.O[C:17]1[C:25]2[N:24]=NN[C:21]=2[CH:20]=[CH:19][CH:18]=1.[CH2:26](Cl)[CH2:27]Cl.[CH3:30][CH2:31]N(C(C)C)C(C)C.[C:39]([OH:45])([C:41]([F:44])([F:43])[F:42])=[O:40]. The product is [F:42][C:41]([F:44])([F:43])[C:39]([OH:45])=[O:40].[C@H:25]1([NH:24][C:3]([C@@H:2]2[CH2:6][CH2:7][CH2:8][NH:1]2)=[O:5])[C:17]2[C:18](=[CH:30][CH:31]=[CH:26][CH:27]=2)[CH2:19][CH2:20][CH2:21]1. The catalyst is CN(C)C=O.C(Cl)Cl. The yield is 0.950. (2) The reactants are [Sn](Cl)(Cl)(Cl)Cl.[CH2:6]([C:13]1[S:17][C:16]2[CH:18]=[CH:19][CH:20]=[CH:21][C:15]=2[CH:14]=1)[C:7]1[CH:12]=[CH:11][CH:10]=[CH:9][CH:8]=1.[CH3:22][O:23]C(Cl)Cl.Cl. The catalyst is ClCCl. The product is [CH2:6]([C:13]1[S:17][C:16]2[CH:18]=[CH:19][CH:20]=[CH:21][C:15]=2[C:14]=1[CH:22]=[O:23])[C:7]1[CH:8]=[CH:9][CH:10]=[CH:11][CH:12]=1. The yield is 0.850.